This data is from Catalyst prediction with 721,799 reactions and 888 catalyst types from USPTO. The task is: Predict which catalyst facilitates the given reaction. (1) Reactant: C[O:2][C:3](=[O:39])[C:4]1[CH:9]=[CH:8][C:7]([CH:10]([N:28]2[CH2:33][CH2:32][N:31]([CH2:34][C:35]([O:37]C)=[O:36])[CH2:30][CH2:29]2)[CH2:11][O:12][CH2:13][C:14]2[CH:19]=[C:18]([C:20]([F:23])([F:22])[F:21])[CH:17]=[C:16]([C:24]([F:27])([F:26])[F:25])[CH:15]=2)=[CH:6][CH:5]=1.[OH-].[K+]. Product: [OH2:2].[F:27][C:24]([F:25])([F:26])[C:16]1[CH:15]=[C:14]([CH:19]=[C:18]([C:20]([F:21])([F:22])[F:23])[CH:17]=1)[CH2:13][O:12][CH2:11][CH:10]([C:7]1[CH:8]=[CH:9][C:4]([C:3]([OH:39])=[O:2])=[CH:5][CH:6]=1)[N:28]1[CH2:29][CH2:30][N:31]([CH2:34][C:35]([OH:37])=[O:36])[CH2:32][CH2:33]1.[F:27][C:24]([C:16]1[CH:15]=[C:14]([CH:19]=[C:18]([C:20]([F:21])([F:22])[F:23])[CH:17]=1)[CH2:13][O:12][CH2:11][CH:10]([C:7]1[CH:6]=[CH:5][C:4]([C:3]([OH:39])=[O:2])=[CH:9][CH:8]=1)[N:28]1[CH2:33][CH2:32][N:31]([CH2:34][C:35]([OH:37])=[O:36])[CH2:30][CH2:29]1)([F:26])[F:25]. The catalyst class is: 5. (2) Product: [ClH:29].[Br:1][C:2]1[C:10]2[C:6](=[C:7]3[NH:14][C:13](=[O:15])[CH:12]=[C:11]([CH:16]4[CH2:21][CH2:20][NH:19][CH2:18][CH2:17]4)[N:8]3[N:9]=2)[CH:5]=[CH:4][CH:3]=1. Reactant: [Br:1][C:2]1[C:10]2[C:6](=[C:7]3[NH:14][C:13](=[O:15])[CH:12]=[C:11]([CH:16]4[CH2:21][CH2:20][N:19](C(OC(C)(C)C)=O)[CH2:18][CH2:17]4)[N:8]3[N:9]=2)[CH:5]=[CH:4][CH:3]=1.[ClH:29]. The catalyst class is: 71. (3) Reactant: [CH3:1][N:2]1[CH:6]=[C:5]([C:7]2[CH:12]=[C:11]([C:13]#[N:14])[CH:10]=[CH:9][N:8]=2)[N:4]=[CH:3]1.C1C(=O)N([Br:22])C(=O)C1. Product: [Br:22][C:6]1[N:2]([CH3:1])[CH:3]=[N:4][C:5]=1[C:7]1[CH:12]=[C:11]([C:13]#[N:14])[CH:10]=[CH:9][N:8]=1. The catalyst class is: 2.